From a dataset of NCI-60 drug combinations with 297,098 pairs across 59 cell lines. Regression. Given two drug SMILES strings and cell line genomic features, predict the synergy score measuring deviation from expected non-interaction effect. (1) Drug 2: C1C(C(OC1N2C=NC(=NC2=O)N)CO)O. Synergy scores: CSS=35.8, Synergy_ZIP=1.34, Synergy_Bliss=2.05, Synergy_Loewe=-3.48, Synergy_HSA=4.34. Drug 1: CC1=C(N=C(N=C1N)C(CC(=O)N)NCC(C(=O)N)N)C(=O)NC(C(C2=CN=CN2)OC3C(C(C(C(O3)CO)O)O)OC4C(C(C(C(O4)CO)O)OC(=O)N)O)C(=O)NC(C)C(C(C)C(=O)NC(C(C)O)C(=O)NCCC5=NC(=CS5)C6=NC(=CS6)C(=O)NCCC[S+](C)C)O. Cell line: K-562. (2) Drug 1: COC1=C(C=C2C(=C1)N=CN=C2NC3=CC(=C(C=C3)F)Cl)OCCCN4CCOCC4. Drug 2: CS(=O)(=O)OCCCCOS(=O)(=O)C. Cell line: HT29. Synergy scores: CSS=31.3, Synergy_ZIP=4.02, Synergy_Bliss=6.99, Synergy_Loewe=-4.16, Synergy_HSA=5.19. (3) Drug 1: C1CN1P(=S)(N2CC2)N3CC3. Drug 2: C1CC(C1)(C(=O)O)C(=O)O.[NH2-].[NH2-].[Pt+2]. Cell line: HL-60(TB). Synergy scores: CSS=77.9, Synergy_ZIP=1.96, Synergy_Bliss=1.89, Synergy_Loewe=-4.72, Synergy_HSA=0.0965. (4) Drug 1: CNC(=O)C1=NC=CC(=C1)OC2=CC=C(C=C2)NC(=O)NC3=CC(=C(C=C3)Cl)C(F)(F)F. Drug 2: CCC1(C2=C(COC1=O)C(=O)N3CC4=CC5=C(C=CC(=C5CN(C)C)O)N=C4C3=C2)O.Cl. Cell line: SF-268. Synergy scores: CSS=15.8, Synergy_ZIP=-9.41, Synergy_Bliss=-13.0, Synergy_Loewe=-42.3, Synergy_HSA=-13.3. (5) Drug 1: CC1C(C(CC(O1)OC2CC(OC(C2O)C)OC3=CC4=CC5=C(C(=O)C(C(C5)C(C(=O)C(C(C)O)O)OC)OC6CC(C(C(O6)C)O)OC7CC(C(C(O7)C)O)OC8CC(C(C(O8)C)O)(C)O)C(=C4C(=C3C)O)O)O)O. Drug 2: CC1=C(C=C(C=C1)C(=O)NC2=CC(=CC(=C2)C(F)(F)F)N3C=C(N=C3)C)NC4=NC=CC(=N4)C5=CN=CC=C5. Cell line: HS 578T. Synergy scores: CSS=47.8, Synergy_ZIP=0.889, Synergy_Bliss=3.49, Synergy_Loewe=-1.86, Synergy_HSA=1.38. (6) Drug 1: CC1=C2C(C(=O)C3(C(CC4C(C3C(C(C2(C)C)(CC1OC(=O)C(C(C5=CC=CC=C5)NC(=O)C6=CC=CC=C6)O)O)OC(=O)C7=CC=CC=C7)(CO4)OC(=O)C)O)C)OC(=O)C. Drug 2: CC(C)(C#N)C1=CC(=CC(=C1)CN2C=NC=N2)C(C)(C)C#N. Cell line: HOP-62. Synergy scores: CSS=4.00, Synergy_ZIP=-0.674, Synergy_Bliss=0.209, Synergy_Loewe=-1.45, Synergy_HSA=-0.550. (7) Drug 1: C1=C(C(=O)NC(=O)N1)N(CCCl)CCCl. Drug 2: C1=NC2=C(N=C(N=C2N1C3C(C(C(O3)CO)O)F)Cl)N. Cell line: NCI-H322M. Synergy scores: CSS=10.3, Synergy_ZIP=-1.97, Synergy_Bliss=0.331, Synergy_Loewe=-5.48, Synergy_HSA=-1.64. (8) Drug 1: CC1=C2C(C(=O)C3(C(CC4C(C3C(C(C2(C)C)(CC1OC(=O)C(C(C5=CC=CC=C5)NC(=O)OC(C)(C)C)O)O)OC(=O)C6=CC=CC=C6)(CO4)OC(=O)C)OC)C)OC. Drug 2: CCC1=CC2CC(C3=C(CN(C2)C1)C4=CC=CC=C4N3)(C5=C(C=C6C(=C5)C78CCN9C7C(C=CC9)(C(C(C8N6C)(C(=O)OC)O)OC(=O)C)CC)OC)C(=O)OC.C(C(C(=O)O)O)(C(=O)O)O. Cell line: OVCAR-4. Synergy scores: CSS=31.5, Synergy_ZIP=-16.7, Synergy_Bliss=-15.2, Synergy_Loewe=-13.6, Synergy_HSA=-9.13.